This data is from Catalyst prediction with 721,799 reactions and 888 catalyst types from USPTO. The task is: Predict which catalyst facilitates the given reaction. (1) Product: [CH2:1]([O:8][C:9]1[C:13]([CH2:14][OH:15])=[CH:12][N:11]([CH3:19])[N:10]=1)[C:2]1[CH:7]=[CH:6][CH:5]=[CH:4][CH:3]=1. The catalyst class is: 7. Reactant: [CH2:1]([O:8][C:9]1[C:13]([C:14](OCC)=[O:15])=[CH:12][N:11]([CH3:19])[N:10]=1)[C:2]1[CH:7]=[CH:6][CH:5]=[CH:4][CH:3]=1.[H-].[Al+3].[Li+].[H-].[H-].[H-].O.O.O.O.O.O.O.O.O.O.[O-]S([O-])(=O)=O.[Na+].[Na+]. (2) Reactant: [C:1](=[S:3])=S.[NH2:4][C:5]1[CH:6]=[C:7]2[C:12](=[CH:13][CH:14]=1)[CH:11]=[C:10]([C:15]([OH:17])=[O:16])[CH:9]=[CH:8]2.C(N(CC)CC)C.II.Cl.S([O-])([O-])=O.[Na+].[Na+]. Product: [N:4]([C:5]1[CH:6]=[C:7]2[C:12](=[CH:13][CH:14]=1)[CH:11]=[C:10]([C:15]([OH:17])=[O:16])[CH:9]=[CH:8]2)=[C:1]=[S:3]. The catalyst class is: 30. (3) Reactant: [Br:1][C:2]1[CH:3]=[C:4]([C:8]2([C:15]3[CH:20]=[CH:19][N:18]=[CH:17][CH:16]=3)[C:12](=S)S[C:10](=[S:14])[NH:9]2)[CH:5]=[CH:6][CH:7]=1.[NH2:21][CH2:22][CH2:23][CH2:24][NH2:25].CO. Product: [Br:1][C:2]1[CH:3]=[C:4]([C:8]2([C:15]3[CH:20]=[CH:19][N:18]=[CH:17][CH:16]=3)[C:12]3=[N:25][CH2:24][CH2:23][CH2:22][N:21]3[C:10](=[S:14])[NH:9]2)[CH:5]=[CH:6][CH:7]=1. The catalyst class is: 8. (4) Reactant: [NH2:1][C:2]1[S:3][CH:4]=[C:5]([C:7]2[CH:12]=[CH:11][C:10]([O:13][CH3:14])=[C:9]([O:15][CH3:16])[CH:8]=2)[N:6]=1.[C:17]1(=[O:27])[O:22][C:20](=[O:21])[C:19]2=[CH:23][CH:24]=[CH:25][CH:26]=[C:18]12. Product: [CH3:16][O:15][C:9]1[CH:8]=[C:7]([C:5]2[N:6]=[C:2]([NH:1][C:17]([C:18]3[CH:26]=[CH:25][CH:24]=[CH:23][C:19]=3[C:20]([OH:22])=[O:21])=[O:27])[S:3][CH:4]=2)[CH:12]=[CH:11][C:10]=1[O:13][CH3:14]. The catalyst class is: 17. (5) Reactant: [CH:1]([C:4]([C:6]1[S:10][C:9]([NH2:11])=[N:8][C:7]=1[C:12]1[O:13][CH:14]=[CH:15][CH:16]=1)=[O:5])([CH3:3])[CH3:2].[C:17](O)(=[O:24])[C:18]1[CH:23]=[CH:22][N:21]=[CH:20][CH:19]=1.CCN=C=NCCCN(C)C.Cl.O.ON1C2C=CC=CC=2N=N1. Product: [O:13]1[CH:14]=[CH:15][CH:16]=[C:12]1[C:7]1[N:8]=[C:9]([NH:11][C:17]([C:18]2[CH:23]=[CH:22][N:21]=[CH:20][CH:19]=2)=[O:24])[S:10][C:6]=1[C:4](=[O:5])[CH:1]([CH3:3])[CH3:2]. The catalyst class is: 3. (6) Reactant: N1C=CC=CC=1.Cl[C:8]([O:10]CC)=[O:9].[Cl:13][C:14]1[CH:15]=[CH:16][C:17]2[N:18]([N:20]=[C:21]([C:34]3[CH:39]=[CH:38][CH:37]=[CH:36][CH:35]=3)[C:22]=2[CH2:23][C:24]2[N:29]=[C:28]([C:30]([NH:32]O)=[NH:31])[CH:27]=[CH:26][CH:25]=2)[CH:19]=1.Cl. Product: [Cl:13][C:14]1[CH:15]=[CH:16][C:17]2[N:18]([N:20]=[C:21]([C:34]3[CH:35]=[CH:36][CH:37]=[CH:38][CH:39]=3)[C:22]=2[CH2:23][C:24]2[N:29]=[C:28]([C:30]3[NH:32][C:8](=[O:9])[O:10][N:31]=3)[CH:27]=[CH:26][CH:25]=2)[CH:19]=1. The catalyst class is: 145. (7) Reactant: Cl.Cl.[C:3]1([N:9]2[CH2:14][CH2:13][N:12]([C:15]([O:17][CH2:18][CH:19]3[O:24][CH2:23][CH2:22][NH:21][CH2:20]3)=[O:16])[CH2:11][CH2:10]2)[CH:8]=[CH:7][CH:6]=[CH:5][CH:4]=1.[C:25](Cl)(=[O:27])[CH3:26]. Product: [C:3]1([N:9]2[CH2:14][CH2:13][N:12]([C:15]([O:17][CH2:18][CH:19]3[O:24][CH2:23][CH2:22][N:21]([C:25](=[O:27])[CH3:26])[CH2:20]3)=[O:16])[CH2:11][CH2:10]2)[CH:4]=[CH:5][CH:6]=[CH:7][CH:8]=1. The catalyst class is: 17. (8) Reactant: [NH:1]1[C:5]2=[N:6][CH:7]=[CH:8][CH:9]=[C:4]2[C:3]([CH2:10][NH:11][C:12]2[N:20]=[CH:19][CH:18]=[CH:17][C:13]=2[C:14]([OH:16])=O)=[CH:2]1.[NH2:21][C:22]1[CH:31]=[C:30]2[C:25]([C:26]([CH3:34])([CH3:33])[CH2:27][C:28](=[O:32])[NH:29]2)=[CH:24][CH:23]=1.CN(C(ON1N=NC2C=CC=CC1=2)=[N+](C)C)C.[B-](F)(F)(F)F.CCN(C(C)C)C(C)C. Product: [CH3:33][C:26]1([CH3:34])[C:25]2[C:30](=[CH:31][C:22]([NH:21][C:14]([C:13]3[C:12]([NH:11][CH2:10][C:3]4[C:4]5[C:5](=[N:6][CH:7]=[CH:8][CH:9]=5)[NH:1][CH:2]=4)=[N:20][CH:19]=[CH:18][CH:17]=3)=[O:16])=[CH:23][CH:24]=2)[NH:29][C:28](=[O:32])[CH2:27]1. The catalyst class is: 136.